From a dataset of Reaction yield outcomes from USPTO patents with 853,638 reactions. Predict the reaction yield, written as a fraction of the theoretical maximum amount of product (1.0 means a 100% yield; for example, 0.34 means a 34% yield). (1) The reactants are [C:1]([N:9]1[C:14](=[O:15])[C:13]([CH3:16])=[CH:12][N:11]([C@H:17]2[CH2:21][CH2:20][C@H:19]([O:22][Si](C(C)(C)C)(C3C=CC=CC=3)C3C=CC=CC=3)[C@H:18]2[CH2:40][O:41]C(C2C=CC=CC=2)(C2C=CC=CC=2)C2C=CC=CC=2)[C:10]1=[O:61])(=[O:8])[C:2]1[CH:7]=[CH:6][CH:5]=[CH:4][CH:3]=1. The catalyst is C(O)(C(F)(F)F)=O.O. The product is [C:1]([N:9]1[C:14](=[O:15])[C:13]([CH3:16])=[CH:12][N:11]([C@H:17]2[CH2:21][CH2:20][C@H:19]([OH:22])[C@H:18]2[CH2:40][OH:41])[C:10]1=[O:61])(=[O:8])[C:2]1[CH:7]=[CH:6][CH:5]=[CH:4][CH:3]=1. The yield is 0.750. (2) The yield is 0.550. The reactants are [O:1]=[C:2]1[CH2:6][CH2:5][N:4]([CH2:7][CH2:8][CH2:9][O:10][C:11]2[CH:16]=[CH:15][C:14]([C:17]3[CH:22]=[CH:21][C:20]([C:23]#[N:24])=[CH:19][CH:18]=3)=[CH:13][CH:12]=2)[CH2:3]1.[CH3:25][Mg]Br. The catalyst is C1COCC1. The product is [OH:1][C:2]1([CH3:25])[CH2:6][CH2:5][N:4]([CH2:7][CH2:8][CH2:9][O:10][C:11]2[CH:16]=[CH:15][C:14]([C:17]3[CH:18]=[CH:19][C:20]([C:23]#[N:24])=[CH:21][CH:22]=3)=[CH:13][CH:12]=2)[CH2:3]1. (3) The reactants are [C:1]([C:3]1[C:4]([C:20]([F:23])([F:22])[F:21])=[C:5]2[C:9](=[CH:10][CH:11]=1)[N:8]([CH2:12][C:13](=[NH:16])[NH:14][OH:15])[C:7]([CH2:17][CH2:18][CH3:19])=[CH:6]2)#[N:2].[Cl:24][C:25]1[CH:33]=[CH:32][C:31]([N+:34]([O-:36])=[O:35])=[CH:30][C:26]=1[C:27](Cl)=O.C(N(CC)CC)C. The catalyst is C(#N)C. The product is [Cl:24][C:25]1[CH:33]=[CH:32][C:31]([N+:34]([O-:36])=[O:35])=[CH:30][C:26]=1[C:27]1[O:15][N:14]=[C:13]([CH2:12][N:8]2[C:9]3[C:5](=[C:4]([C:20]([F:22])([F:23])[F:21])[C:3]([C:1]#[N:2])=[CH:11][CH:10]=3)[CH:6]=[C:7]2[CH2:17][CH2:18][CH3:19])[N:16]=1. The yield is 0.680. (4) The reactants are [CH:1]1([NH:4][C:5](=[O:43])[NH:6][C:7]2[CH:41]=[CH:40][C:10]([O:11][C:12]3[CH:17]=[CH:16][N:15]=[C:14]4[CH:18]=[C:19]([C:21]5[N:22]=[CH:23][N:24]([CH2:26][CH2:27][N:28]([CH2:36][CH2:37][O:38][CH3:39])C(=O)OC(C)(C)C)[CH:25]=5)[S:20][C:13]=34)=[C:9]([F:42])[CH:8]=2)[CH2:3][CH2:2]1.C(O)(C(F)(F)F)=O. The catalyst is C(Cl)Cl. The product is [CH:1]1([NH:4][C:5]([NH:6][C:7]2[CH:41]=[CH:40][C:10]([O:11][C:12]3[CH:17]=[CH:16][N:15]=[C:14]4[CH:18]=[C:19]([C:21]5[N:22]=[CH:23][N:24]([CH2:26][CH2:27][NH:28][CH2:36][CH2:37][O:38][CH3:39])[CH:25]=5)[S:20][C:13]=34)=[C:9]([F:42])[CH:8]=2)=[O:43])[CH2:3][CH2:2]1. The yield is 0.960. (5) The reactants are [Cl-].O[NH3+:3].[C:4](=[O:7])([O-])[OH:5].[Na+].CS(C)=O.[OH:13][C:14]([CH3:52])([CH3:51])[CH2:15][O:16][C:17]1[CH:22]=[CH:21][C:20]([N:23]2[C:28](=[O:29])[C:27]([CH2:30][C:31]3[CH:36]=[CH:35][C:34]([C:37]4[C:38]([C:43]#[N:44])=[CH:39][CH:40]=[CH:41][CH:42]=4)=[CH:33][CH:32]=3)=[C:26]([CH2:45][CH2:46][CH3:47])[N:25]3[N:48]=[CH:49][CH:50]=[C:24]23)=[CH:19][CH:18]=1. The catalyst is C(OCC)(=O)C. The product is [OH:13][C:14]([CH3:51])([CH3:52])[CH2:15][O:16][C:17]1[CH:18]=[CH:19][C:20]([N:23]2[C:28](=[O:29])[C:27]([CH2:30][C:31]3[CH:36]=[CH:35][C:34]([C:37]4[CH:42]=[CH:41][CH:40]=[CH:39][C:38]=4[C:43]4[NH:3][C:4](=[O:7])[O:5][N:44]=4)=[CH:33][CH:32]=3)=[C:26]([CH2:45][CH2:46][CH3:47])[N:25]3[N:48]=[CH:49][CH:50]=[C:24]23)=[CH:21][CH:22]=1. The yield is 0.680. (6) The reactants are [NH:1]1[C:9]2[C:4](=[CH:5][CH:6]=[CH:7][C:8]=2[C:10]([O:12][CH3:13])=[O:11])[CH2:3][CH2:2]1.[Cl:14][C:15]1[N:20]=[C:19](Cl)[C:18]([N+:22]([O-:24])=[O:23])=[CH:17][N:16]=1.CCN(C(C)C)C(C)C. The catalyst is O1CCOCC1. The product is [Cl:14][C:15]1[N:20]=[C:19]([N:1]2[C:9]3[C:4](=[CH:5][CH:6]=[CH:7][C:8]=3[C:10]([O:12][CH3:13])=[O:11])[CH2:3][CH2:2]2)[C:18]([N+:22]([O-:24])=[O:23])=[CH:17][N:16]=1. The yield is 0.940.